From a dataset of NCI-60 drug combinations with 297,098 pairs across 59 cell lines. Regression. Given two drug SMILES strings and cell line genomic features, predict the synergy score measuring deviation from expected non-interaction effect. (1) Drug 1: CN(C)N=NC1=C(NC=N1)C(=O)N. Drug 2: C1=NC2=C(N=C(N=C2N1C3C(C(C(O3)CO)O)O)F)N. Cell line: UACC62. Synergy scores: CSS=1.13, Synergy_ZIP=-1.25, Synergy_Bliss=-0.562, Synergy_Loewe=0.347, Synergy_HSA=0.0435. (2) Drug 1: C1C(C(OC1N2C=C(C(=O)NC2=O)F)CO)O. Drug 2: CNC(=O)C1=NC=CC(=C1)OC2=CC=C(C=C2)NC(=O)NC3=CC(=C(C=C3)Cl)C(F)(F)F. Cell line: MCF7. Synergy scores: CSS=7.50, Synergy_ZIP=1.57, Synergy_Bliss=0.990, Synergy_Loewe=-10.4, Synergy_HSA=-0.337. (3) Drug 1: CC1=C(C(=O)C2=C(C1=O)N3CC4C(C3(C2COC(=O)N)OC)N4)N. Drug 2: C1CN(P(=O)(OC1)NCCCl)CCCl. Cell line: KM12. Synergy scores: CSS=7.18, Synergy_ZIP=0.569, Synergy_Bliss=2.09, Synergy_Loewe=-23.1, Synergy_HSA=-11.1. (4) Drug 1: C1=CN(C(=O)N=C1N)C2C(C(C(O2)CO)O)O.Cl. Drug 2: C1CN(P(=O)(OC1)NCCCl)CCCl. Cell line: HOP-62. Synergy scores: CSS=38.5, Synergy_ZIP=4.74, Synergy_Bliss=4.68, Synergy_Loewe=-28.0, Synergy_HSA=1.87. (5) Drug 1: CC1=C(C(=CC=C1)Cl)NC(=O)C2=CN=C(S2)NC3=CC(=NC(=N3)C)N4CCN(CC4)CCO. Drug 2: CCN(CC)CCCC(C)NC1=C2C=C(C=CC2=NC3=C1C=CC(=C3)Cl)OC. Cell line: KM12. Synergy scores: CSS=18.5, Synergy_ZIP=-3.77, Synergy_Bliss=0.790, Synergy_Loewe=1.15, Synergy_HSA=0.208. (6) Drug 1: C1=NC2=C(N1)C(=S)N=C(N2)N. Drug 2: C(=O)(N)NO. Cell line: SW-620. Synergy scores: CSS=8.48, Synergy_ZIP=-7.47, Synergy_Bliss=-7.27, Synergy_Loewe=-10.4, Synergy_HSA=-7.66. (7) Drug 1: C1CC(=O)NC(=O)C1N2CC3=C(C2=O)C=CC=C3N. Drug 2: C1=C(C(=O)NC(=O)N1)F. Cell line: RPMI-8226. Synergy scores: CSS=71.6, Synergy_ZIP=-14.7, Synergy_Bliss=-25.9, Synergy_Loewe=-27.3, Synergy_HSA=-22.3. (8) Drug 1: COC1=CC(=CC(=C1O)OC)C2C3C(COC3=O)C(C4=CC5=C(C=C24)OCO5)OC6C(C(C7C(O6)COC(O7)C8=CC=CS8)O)O. Drug 2: C(CN)CNCCSP(=O)(O)O. Cell line: OVCAR-4. Synergy scores: CSS=4.67, Synergy_ZIP=-0.321, Synergy_Bliss=0.553, Synergy_Loewe=3.61, Synergy_HSA=0.473. (9) Drug 1: CC1C(C(=O)NC(C(=O)N2CCCC2C(=O)N(CC(=O)N(C(C(=O)O1)C(C)C)C)C)C(C)C)NC(=O)C3=C4C(=C(C=C3)C)OC5=C(C(=O)C(=C(C5=N4)C(=O)NC6C(OC(=O)C(N(C(=O)CN(C(=O)C7CCCN7C(=O)C(NC6=O)C(C)C)C)C)C(C)C)C)N)C. Drug 2: C(CC(=O)O)C(=O)CN.Cl. Cell line: SNB-75. Synergy scores: CSS=4.84, Synergy_ZIP=-1.79, Synergy_Bliss=0.976, Synergy_Loewe=0.894, Synergy_HSA=1.12. (10) Drug 1: CN(C)C1=NC(=NC(=N1)N(C)C)N(C)C. Drug 2: COCCOC1=C(C=C2C(=C1)C(=NC=N2)NC3=CC=CC(=C3)C#C)OCCOC.Cl. Cell line: NCIH23. Synergy scores: CSS=4.65, Synergy_ZIP=-0.758, Synergy_Bliss=-0.279, Synergy_Loewe=-1.85, Synergy_HSA=-0.893.